This data is from NCI-60 drug combinations with 297,098 pairs across 59 cell lines. The task is: Regression. Given two drug SMILES strings and cell line genomic features, predict the synergy score measuring deviation from expected non-interaction effect. (1) Drug 1: CCC1=CC2CC(C3=C(CN(C2)C1)C4=CC=CC=C4N3)(C5=C(C=C6C(=C5)C78CCN9C7C(C=CC9)(C(C(C8N6C)(C(=O)OC)O)OC(=O)C)CC)OC)C(=O)OC.C(C(C(=O)O)O)(C(=O)O)O. Drug 2: C1=CC=C(C(=C1)C(C2=CC=C(C=C2)Cl)C(Cl)Cl)Cl. Cell line: TK-10. Synergy scores: CSS=21.6, Synergy_ZIP=-2.68, Synergy_Bliss=2.71, Synergy_Loewe=-18.8, Synergy_HSA=3.58. (2) Drug 1: COC1=C(C=C2C(=C1)N=CN=C2NC3=CC(=C(C=C3)F)Cl)OCCCN4CCOCC4. Drug 2: CCC1=C2CN3C(=CC4=C(C3=O)COC(=O)C4(CC)O)C2=NC5=C1C=C(C=C5)O. Cell line: LOX IMVI. Synergy scores: CSS=43.4, Synergy_ZIP=3.64, Synergy_Bliss=4.57, Synergy_Loewe=-13.9, Synergy_HSA=6.78. (3) Drug 1: C1=NC2=C(N=C(N=C2N1C3C(C(C(O3)CO)O)O)F)N. Drug 2: CC(C)(C#N)C1=CC(=CC(=C1)CN2C=NC=N2)C(C)(C)C#N. Cell line: OVCAR-5. Synergy scores: CSS=4.10, Synergy_ZIP=-3.21, Synergy_Bliss=-3.63, Synergy_Loewe=-5.15, Synergy_HSA=-5.04.